This data is from Catalyst prediction with 721,799 reactions and 888 catalyst types from USPTO. The task is: Predict which catalyst facilitates the given reaction. (1) Reactant: [N+:1]([C:4]1[CH:9]=[CH:8][C:7]([NH:10][C:11](=[O:13])[CH3:12])=[CH:6][CH:5]=1)([O-:3])=[O:2].[OH-].[K+].[CH3:16]I. Product: [N+:1]([C:4]1[CH:5]=[CH:6][C:7]([N:10]([CH3:16])[C:11](=[O:13])[CH3:12])=[CH:8][CH:9]=1)([O-:3])=[O:2]. The catalyst class is: 21. (2) Reactant: Cl[C:2]1[N:7]=[CH:6][N:5]=[C:4]([NH:8][C:9]2[CH:10]=[C:11]([CH:16]=[CH:17][CH:18]=2)[C:12]([NH:14][CH3:15])=[O:13])[N:3]=1.CN(C=O)C.C(N(C(C)C)C(C)C)C.[NH:33]1[CH2:38][CH2:37][CH:36]([OH:39])[CH2:35][CH2:34]1. Product: [NH4+:3].[OH-:13].[OH:39][CH:36]1[CH2:37][CH2:38][N:33]([C:2]2[N:7]=[CH:6][N:5]=[C:4]([NH:8][C:9]3[CH:10]=[C:11]([CH:16]=[CH:17][CH:18]=3)[C:12]([NH:14][CH3:15])=[O:13])[N:3]=2)[CH2:34][CH2:35]1. The catalyst class is: 100. (3) Reactant: [CH2:1]([O:8][C:9]1[C:14](=[O:15])[NH:13][C:12]([N:16]2[CH2:21][CH2:20][CH:19]([CH2:22][OH:23])[CH2:18][CH2:17]2)=[N:11][C:10]=1[C:24]([O:26][CH2:27][CH3:28])=[O:25])[C:2]1[CH:7]=[CH:6][CH:5]=[CH:4][CH:3]=1.[CH3:29][S:30](Cl)(=[O:32])=[O:31].CCN(CC)CC. Product: [CH2:1]([O:8][C:9]1[C:14](=[O:15])[N:13]([S:30]([CH3:29])(=[O:32])=[O:31])[C:12]([N:16]2[CH2:17][CH2:18][CH:19]([CH2:22][O:23][S:30]([CH3:29])(=[O:32])=[O:31])[CH2:20][CH2:21]2)=[N:11][C:10]=1[C:24]([O:26][CH2:27][CH3:28])=[O:25])[C:2]1[CH:7]=[CH:6][CH:5]=[CH:4][CH:3]=1. The catalyst class is: 1. (4) Reactant: Cl[C:2]1[N:3]=[C:4]([O:29][CH:30]2[CH2:33][CH2:32][CH2:31]2)[C:5]2[C:10]([C:11]3[CH:20]=[CH:19][C:14]([C:15]([NH:17][CH3:18])=[O:16])=[CH:13][CH:12]=3)=[CH:9][N:8]([CH2:21][O:22][CH2:23][CH2:24][Si:25]([CH3:28])([CH3:27])[CH3:26])[C:6]=2[N:7]=1.[NH2:34][C:35]1[CH:48]=[CH:47][C:38]([C:39]([NH:41][CH:42]2[CH2:45][N:44]([CH3:46])[CH2:43]2)=[O:40])=[CH:37][C:36]=1[O:49][CH3:50].C(=O)([O-])[O-].[Cs+].[Cs+].C1(P(C2C=CC=CC=2)C2C=CC3C(=CC=CC=3)C=2C2C3C(=CC=CC=3)C=CC=2P(C2C=CC=CC=2)C2C=CC=CC=2)C=CC=CC=1. Product: [CH:30]1([O:29][C:4]2[C:5]3[C:10]([C:11]4[CH:20]=[CH:19][C:14]([C:15](=[O:16])[NH:17][CH3:18])=[CH:13][CH:12]=4)=[CH:9][N:8]([CH2:21][O:22][CH2:23][CH2:24][Si:25]([CH3:28])([CH3:27])[CH3:26])[C:6]=3[N:7]=[C:2]([NH:34][C:35]3[CH:48]=[CH:47][C:38]([C:39]([NH:41][CH:42]4[CH2:43][N:44]([CH3:46])[CH2:45]4)=[O:40])=[CH:37][C:36]=3[O:49][CH3:50])[N:3]=2)[CH2:33][CH2:32][CH2:31]1. The catalyst class is: 160. (5) Reactant: [CH2:1]([O:3][C:4](=[O:22])[CH2:5][C:6]1[CH:11]=[CH:10][CH:9]=[C:8]([O:12][C:13]2[CH:18]=[CH:17][C:16]([Br:19])=[CH:15][C:14]=2[CH2:20]Br)[CH:7]=1)[CH3:2].[NH:23]1[CH2:27][CH2:26][CH2:25][C:24]1=[O:28].[H-].[Na+]. Product: [CH2:1]([O:3][C:4](=[O:22])[CH2:5][C:6]1[CH:11]=[CH:10][CH:9]=[C:8]([O:12][C:13]2[CH:18]=[CH:17][C:16]([Br:19])=[CH:15][C:14]=2[CH2:20][N:23]2[CH2:27][CH2:26][CH2:25][C:24]2=[O:28])[CH:7]=1)[CH3:2]. The catalyst class is: 12. (6) Product: [CH3:1][N:2]([CH2:4][CH2:5][CH:6]([O:12][C:24]1[C:25]2[C:20](=[CH:19][CH:18]=[CH:17][CH:16]=2)[CH:21]=[CH:22][CH:23]=1)[C:7]1[S:8][CH:9]=[CH:10][CH:11]=1)[CH3:3].[C:26]([C@H:29]([C@@H:31]([C:33]([O-:35])=[O:34])[OH:32])[OH:30])([O-:28])=[O:27]. The catalyst class is: 58. Reactant: [CH3:1][N:2]([CH2:4][CH2:5][CH:6]([OH:12])[C:7]1[S:8][CH:9]=[CH:10][CH:11]=1)[CH3:3].[OH-].[K+].F[C:16]1[C:25]2[C:20](=[CH:21][CH:22]=[CH:23][CH:24]=2)[CH:19]=[CH:18][CH:17]=1.[C:26]([C@H:29]([C@@H:31]([C:33]([OH:35])=[O:34])[OH:32])[OH:30])([O-:28])=[O:27].[K+]. (7) Reactant: [F:1][C:2]1[CH:7]=[CH:6][CH:5]=[CH:4][C:3]=1[C:8]([C:10]1[CH:15]=[C:14]([O:16][CH2:17][C:18]#[C:19][CH3:20])[N:13]=[CH:12][N:11]=1)=[O:9].[CH3:21][Li].[Cl-].[NH4+]. Product: [CH2:17]([O:16][C:14]1[CH:15]=[C:10]([C:8]([OH:9])([CH3:21])[C:3]2[CH:4]=[CH:5][CH:6]=[CH:7][C:2]=2[F:1])[N:11]=[CH:12][N:13]=1)[C:18]#[C:19][CH3:20]. The catalyst class is: 7. (8) Reactant: [CH3:1][O:2][C:3](=[O:18])[CH2:4][CH2:5][CH2:6][C:7]#[C:8][C:9]1[CH:14]=[C:13]([Cl:15])[CH:12]=[CH:11][C:10]=1[O:16][CH3:17].[CH2:19]([SnH:23]([CH2:28][CH2:29][CH2:30][CH3:31])[CH2:24][CH2:25][CH2:26][CH3:27])[CH2:20][CH2:21][CH3:22]. The catalyst class is: 176. Product: [CH3:1][O:2][C:3](=[O:18])[CH2:4][CH2:5][CH2:6][CH:7]=[C:8]([Sn:23]([CH2:24][CH2:25][CH2:26][CH3:27])([CH2:28][CH2:29][CH2:30][CH3:31])[CH2:19][CH2:20][CH2:21][CH3:22])[C:9]1[CH:14]=[C:13]([Cl:15])[CH:12]=[CH:11][C:10]=1[O:16][CH3:17].